Dataset: Forward reaction prediction with 1.9M reactions from USPTO patents (1976-2016). Task: Predict the product of the given reaction. (1) Given the reactants [CH2:1]([O:3][C:4](=[O:14])[NH:5][C:6]([N:8]1[CH2:13][CH2:12][O:11][CH2:10][CH2:9]1)=S)[CH3:2].Cl.[O:16]1[C:20]2[CH:21]=[CH:22][CH:23]=[CH:24][C:19]=2[N:18]=[C:17]1[CH:25]([OH:38])[CH:26]([NH:29][C:30](=[O:37])[CH:31]([NH2:36])[CH2:32][CH:33]([CH3:35])[CH3:34])[CH2:27][CH3:28].C(N(C(C)C)CC)(C)C.[I-].ClC1C=CC=C[N+]=1C, predict the reaction product. The product is: [CH2:1]([O:3][C:4](=[O:14])[N:5]=[C:6]([NH:36][C@H:31]([C:30](=[O:37])[NH:29][C@H:26]([C:25]([C:17]1[O:16][C:20]2[CH:21]=[CH:22][CH:23]=[CH:24][C:19]=2[N:18]=1)=[O:38])[CH2:27][CH3:28])[CH2:32][CH:33]([CH3:34])[CH3:35])[N:8]1[CH2:13][CH2:12][O:11][CH2:10][CH2:9]1)[CH3:2]. (2) Given the reactants [P:1](Cl)([O:6][CH2:7][CH3:8])([O:3][CH2:4][CH3:5])=[S:2].C(N(CC)CC)C.[Cl:17][C:18]1[CH:23]=[CH:22][CH:21]=[CH:20][C:19]=1[C@H:24]1[O:26][C@:25]1([CH2:35][N:36]1[C:40](=[S:41])[NH:39][CH:38]=[N:37]1)[C:27]1[CH:32]=[CH:31][C:30]([F:33])=[CH:29][C:28]=1[F:34].[Cl-].[Na+], predict the reaction product. The product is: [P:1]([S:41][C:40]1[N:36]([CH2:35][C@@:25]2([C:27]3[CH:32]=[CH:31][C:30]([F:33])=[CH:29][C:28]=3[F:34])[C@@H:24]([C:19]3[CH:20]=[CH:21][CH:22]=[CH:23][C:18]=3[Cl:17])[O:26]2)[N:37]=[CH:38][N:39]=1)(=[S:2])([O:6][CH2:7][CH3:8])[O:3][CH2:4][CH3:5]. (3) Given the reactants COC1C=C(OC)C=CC=1C[N:6]([C:36]1[CH:41]=[CH:40][N:39]=[CH:38][N:37]=1)[S:7]([C:10]1[CH:15]=[C:14]([F:16])[C:13]([O:17][C@H:18]2[CH2:23][CH2:22][CH2:21][CH2:20][C@@H:19]2[C:24]2[CH:25]=[N:26][N:27](C3CCCCO3)[CH:28]=2)=[CH:12][C:11]=1[F:35])(=[O:9])=[O:8].C([SiH](CC)CC)C.FC(F)(F)C(O)=O.ClCCl, predict the reaction product. The product is: [F:35][C:11]1[CH:12]=[C:13]([O:17][C@H:18]2[CH2:23][CH2:22][CH2:21][CH2:20][C@@H:19]2[C:24]2[CH:25]=[N:26][NH:27][CH:28]=2)[C:14]([F:16])=[CH:15][C:10]=1[S:7]([NH:6][C:36]1[CH:41]=[CH:40][N:39]=[CH:38][N:37]=1)(=[O:8])=[O:9].